Dataset: Peptide-MHC class II binding affinity with 134,281 pairs from IEDB. Task: Regression. Given a peptide amino acid sequence and an MHC pseudo amino acid sequence, predict their binding affinity value. This is MHC class II binding data. (1) The peptide sequence is YDKFLWNVSTVLTGK. The MHC is DRB1_1101 with pseudo-sequence DRB1_1101. The binding affinity (normalized) is 0.683. (2) The peptide sequence is MKGVERLAVMGDTAW. The binding affinity (normalized) is 0.231. The MHC is HLA-DQA10601-DQB10402 with pseudo-sequence HLA-DQA10601-DQB10402. (3) The peptide sequence is VKLRRSSAAQVDGFY. The MHC is HLA-DQA10301-DQB10302 with pseudo-sequence HLA-DQA10301-DQB10302. The binding affinity (normalized) is 0.473.